Dataset: Catalyst prediction with 721,799 reactions and 888 catalyst types from USPTO. Task: Predict which catalyst facilitates the given reaction. (1) Reactant: CON(C)[C:4]([C:6]1[C:7]([CH3:16])=[N:8][C:9]([C:12]([F:15])([F:14])[F:13])=[CH:10][CH:11]=1)=[O:5].[H-].[Al+3].[Li+].[H-].[H-].[H-]. Product: [CH3:16][C:7]1[C:6]([CH:4]=[O:5])=[CH:11][CH:10]=[C:9]([C:12]([F:14])([F:13])[F:15])[N:8]=1. The catalyst class is: 1. (2) Reactant: [CH3:1][O:2][CH:3]1[CH2:8][CH2:7][N:6]([C:9]2[N:14]=[C:13]([NH:15][C:16]3[N:21]=[CH:20][C:19]4[CH:22]=[CH:23][N:24]([CH2:25][O:26]CC[Si](C)(C)C)[C:18]=4[CH:17]=3)[CH:12]=[CH:11][N:10]=2)[CH2:5][CH2:4]1.Cl. Product: [CH3:1][O:2][CH:3]1[CH2:4][CH2:5][N:6]([C:9]2[N:14]=[C:13]([NH:15][C:16]3[N:21]=[CH:20][C:19]4[CH:22]=[CH:23][N:24]([CH2:25][OH:26])[C:18]=4[CH:17]=3)[CH:12]=[CH:11][N:10]=2)[CH2:7][CH2:8]1. The catalyst class is: 12. (3) Reactant: [CH3:1][O:2][C:3]([CH:5]1[C:9](=O)[CH2:8][S:7][CH2:6]1)=[O:4].Cl.[NH2:12][OH:13].C(=O)([O-])[O-].[Ba+2]. Product: [CH3:1][O:2][C:3]([CH:5]1[C:9](=[N:12][OH:13])[CH2:8][S:7][CH2:6]1)=[O:4]. The catalyst class is: 5. (4) Reactant: COC1C=CC(C[N:8]2[CH:12]=[C:11]([C:13]3[N:14]=[C:15]([NH:20][C:21]4[N:26]=[CH:25][C:24]([F:27])=[CH:23][N:22]=4)[S:16][C:17]=3[CH2:18]O)[C:10]([CH:28]([OH:31])[CH2:29][CH3:30])=[N:9]2)=CC=1. Product: [CH2:29]([CH:28]1[C:10]2[C:11](=[CH:12][NH:8][N:9]=2)[C:13]2[N:14]=[C:15]([NH:20][C:21]3[N:22]=[CH:23][C:24]([F:27])=[CH:25][N:26]=3)[S:16][C:17]=2[CH2:18][O:31]1)[CH3:30]. The catalyst class is: 67.